This data is from Blood-brain barrier permeability classification from the B3DB database. The task is: Regression/Classification. Given a drug SMILES string, predict its absorption, distribution, metabolism, or excretion properties. Task type varies by dataset: regression for continuous measurements (e.g., permeability, clearance, half-life) or binary classification for categorical outcomes (e.g., BBB penetration, CYP inhibition). Dataset: b3db_classification. (1) The molecule is COC[C@]1(C(=O)O)[C@H](c2ccc(OC)cc2)[C@@H]1S(=O)(=O)c1ccc(Cl)cc1. The result is 0 (does not penetrate BBB). (2) The drug is CCCl. The result is 1 (penetrates BBB). (3) The result is 0 (does not penetrate BBB). The drug is CCOC[C@]1(N)[C@@H](S(=O)(=O)c2ccc(C)cc2)[C@@H]1c1ccc2c(c1)OCO2. (4) The drug is Cc1ccc(OCCNC(=O)CCSc2ccccc2)cc1. The result is 0 (does not penetrate BBB).